From a dataset of Full USPTO retrosynthesis dataset with 1.9M reactions from patents (1976-2016). Predict the reactants needed to synthesize the given product. (1) Given the product [CH2:35]([C:37]1[C:45]2[C:40](=[C:41]([F:46])[CH:42]=[CH:43][CH:44]=2)[N:39]([C:47]2[N:51]=[C:50]([CH:52]3[CH2:53][CH2:54][N:55]([CH2:58][C@H:59]4[CH2:63][CH2:62][CH2:61][N:60]4[C:16]([NH:17][CH3:13])=[O:15])[CH2:56][CH2:57]3)[O:49][N:48]=2)[N:38]=1)[CH3:36], predict the reactants needed to synthesize it. The reactants are: Cl.Cl.FC1C=CC=C2C=1N([C:13]1[N:17]=[C:16](C3CCN(C4CCNCC4)CC3)[O:15]N=1)N=C2C(C)C.Cl.Cl.[CH2:35]([C:37]1[C:45]2[C:40](=[C:41]([F:46])[CH:42]=[CH:43][CH:44]=2)[N:39]([C:47]2[N:51]=[C:50]([CH:52]3[CH2:57][CH2:56][N:55]([CH2:58][C@H:59]4[CH2:63][CH2:62][CH2:61][NH:60]4)[CH2:54][CH2:53]3)[O:49][N:48]=2)[N:38]=1)[CH3:36]. (2) Given the product [CH3:21][O:20][C:13]1[C:12]([O:22][CH3:23])=[C:11]2[C:16]([C:17](=[O:19])[CH:18]=[C:9]([C:4]3[CH:3]=[C:2]4[C:7](=[CH:6][CH:5]=3)[NH:8][C:25](=[O:26])[C:24](=[O:32])[NH:1]4)[O:10]2)=[CH:15][CH:14]=1, predict the reactants needed to synthesize it. The reactants are: [NH2:1][C:2]1[CH:3]=[C:4]([C:9]2[O:10][C:11]3[C:16]([C:17](=[O:19])[CH:18]=2)=[CH:15][CH:14]=[C:13]([O:20][CH3:21])[C:12]=3[O:22][CH3:23])[CH:5]=[CH:6][C:7]=1[NH2:8].[C:24](N1C=CN=C1)(=[O:32])[C:25](N1C=CN=C1)=[O:26].CO. (3) Given the product [CH2:1]([C:5]1[C:9](/[CH:10]=[CH:11]/[C:12]2[S:13][C:14]([C:18]([N:26]3[CH2:27][C:24]([F:28])([F:23])[CH2:25]3)=[O:20])=[C:15]([CH3:17])[N:16]=2)=[C:8]([CH3:21])[O:7][N:6]=1)[CH2:2][CH2:3][CH3:4], predict the reactants needed to synthesize it. The reactants are: [CH2:1]([C:5]1[C:9](/[CH:10]=[CH:11]/[C:12]2[S:13][C:14]([C:18]([OH:20])=O)=[C:15]([CH3:17])[N:16]=2)=[C:8]([CH3:21])[O:7][N:6]=1)[CH2:2][CH2:3][CH3:4].Cl.[F:23][C:24]1([F:28])[CH2:27][NH:26][CH2:25]1.ON1C(=O)CCC1=O.C(N(CC)CC)C. (4) Given the product [CH3:1][C:2]([CH3:30])([CH3:29])[CH2:3][N:4]1[C:12]2[C:7](=[N:8][C:9]([CH:13]3[C:18](=[O:19])[CH2:17][CH2:16][N:15]([C:20]([O:22][C:23]([CH3:25])([CH3:24])[CH3:26])=[O:21])[CH2:14]3)=[CH:10][CH:11]=2)[N:6]([CH3:27])[C:5]1=[O:28], predict the reactants needed to synthesize it. The reactants are: [CH3:1][C:2]([CH3:30])([CH3:29])[CH2:3][N:4]1[C:12]2[C:7](=[N:8][C:9]([CH:13]3[CH:18]([OH:19])[CH2:17][CH2:16][N:15]([C:20]([O:22][C:23]([CH3:26])([CH3:25])[CH3:24])=[O:21])[CH2:14]3)=[CH:10][CH:11]=2)[N:6]([CH3:27])[C:5]1=[O:28].C(Cl)Cl.CC(OI1(OC(C)=O)(OC(C)=O)OC(=O)C2C1=CC=CC=2)=O. (5) Given the product [CH3:29][Si:28]([CH3:31])([CH3:30])[CH2:27][CH2:26][O:25][CH2:24][N:22]1[CH:23]=[C:19]([C:2]2[S:3][CH:4]=[C:5]([C:7]([OH:9])=[O:8])[N:6]=2)[CH:20]=[N:21]1, predict the reactants needed to synthesize it. The reactants are: Br[C:2]1[S:3][CH:4]=[C:5]([C:7]([O:9]C)=[O:8])[N:6]=1.CC1(C)C(C)(C)OB([C:19]2[CH:20]=[N:21][N:22]([CH2:24][O:25][CH2:26][CH2:27][Si:28]([CH3:31])([CH3:30])[CH3:29])[CH:23]=2)O1.C([O-])([O-])=O.[K+].[K+]. (6) Given the product [F:1][C:2]1[CH:3]=[C:4]2[C:12](=[CH:13][CH:14]=1)[NH:11][C:10]1[CH2:9][CH2:8][C@@H:7]([NH2:15])[CH2:6][C:5]2=1, predict the reactants needed to synthesize it. The reactants are: [F:1][C:2]1[CH:3]=[C:4]2[C:12](=[CH:13][CH:14]=1)[NH:11][C:10]1[CH2:9][CH2:8][C@@H:7]([NH:15]C(=O)OCC3C=CC=CC=3)[CH2:6][C:5]2=1. (7) Given the product [ClH:25].[F:22][C:18]1[CH:19]=[CH:20][CH:21]=[C:16]([O:15][CH2:14][N:24]2[CH2:31][CH2:30][CH2:16][CH2:17][CH2:23]2)[C:17]=1[C:23]#[N:24], predict the reactants needed to synthesize it. The reactants are: C(OC(N1CCC([CH2:14][O:15][C:16]2[CH:21]=[CH:20][CH:19]=[C:18]([F:22])[C:17]=2[C:23]#[N:24])CC1)=O)(C)(C)C.[ClH:25].O1[CH2:31][CH2:30]OCC1.